This data is from Forward reaction prediction with 1.9M reactions from USPTO patents (1976-2016). The task is: Predict the product of the given reaction. Given the reactants [Cl:1][C:2]1[C:3]([C:15]2[C:23]3[C:18](=[CH:19][CH:20]=[CH:21][CH:22]=3)[N:17]([S:24]([C:27]3[CH:32]=[CH:31][CH:30]=[CH:29][CH:28]=3)(=[O:26])=[O:25])[CH:16]=2)=[N:4][C:5]([NH:8][CH2:9][C:10]([CH3:14])([CH3:13])[CH2:11][NH2:12])=[N:6][CH:7]=1.[C:33]([O:37][C:38]([NH:40][C:41]1[CH:49]=[CH:48][C:44]([C:45](O)=[O:46])=[CH:43][CH:42]=1)=[O:39])([CH3:36])([CH3:35])[CH3:34].CCN(CC)CC.CN(C(ON1N=NC2C=CC=CC1=2)=[N+](C)C)C.F[P-](F)(F)(F)(F)F, predict the reaction product. The product is: [Cl:1][C:2]1[C:3]([C:15]2[C:23]3[C:18](=[CH:19][CH:20]=[CH:21][CH:22]=3)[N:17]([S:24]([C:27]3[CH:32]=[CH:31][CH:30]=[CH:29][CH:28]=3)(=[O:26])=[O:25])[CH:16]=2)=[N:4][C:5]([NH:8][CH2:9][C:10]([CH3:14])([CH3:13])[CH2:11][NH:12][C:45]([C:44]2[CH:43]=[CH:42][C:41]([NH:40][C:38](=[O:39])[O:37][C:33]([CH3:35])([CH3:34])[CH3:36])=[CH:49][CH:48]=2)=[O:46])=[N:6][CH:7]=1.